From a dataset of Aqueous solubility values for 9,982 compounds from the AqSolDB database. Regression/Classification. Given a drug SMILES string, predict its absorption, distribution, metabolism, or excretion properties. Task type varies by dataset: regression for continuous measurements (e.g., permeability, clearance, half-life) or binary classification for categorical outcomes (e.g., BBB penetration, CYP inhibition). For this dataset (solubility_aqsoldb), we predict Y. (1) The compound is CC(=O)C(=Cc1ccccc1)CC(=O)O. The Y is -1.61 log mol/L. (2) The compound is CCCOC(=O)Cn1cc(I)c(=O)c(I)c1. The Y is -3.50 log mol/L. (3) The compound is N#CNC(N)=S. The Y is -0.00490 log mol/L. (4) The molecule is CC(C)CCC(C)(C)C. The Y is -5.05 log mol/L. (5) The molecule is CCCCC(CC)C(=O)OOC(C)(C)CCC(C)(C)OOC(=O)C(CC)CCCC. The Y is -7.19 log mol/L.